From a dataset of Forward reaction prediction with 1.9M reactions from USPTO patents (1976-2016). Predict the product of the given reaction. (1) Given the reactants [CH3:1][C:2]1[O:6][N:5]=[C:4]([C:7]2[CH:12]=[CH:11][CH:10]=[CH:9][CH:8]=2)[C:3]=1[CH2:13][O:14][C:15]1[N:20]=[N:19][C:18]([NH2:21])=[CH:17][CH:16]=1.C(N(CC)CC)C.[Cl:29][CH2:30][CH2:31][CH2:32][C:33](Cl)=[O:34], predict the reaction product. The product is: [Cl:29][CH2:30][CH2:31][CH2:32][C:33]([NH:21][C:18]1[N:19]=[N:20][C:15]([O:14][CH2:13][C:3]2[C:4]([C:7]3[CH:8]=[CH:9][CH:10]=[CH:11][CH:12]=3)=[N:5][O:6][C:2]=2[CH3:1])=[CH:16][CH:17]=1)=[O:34]. (2) Given the reactants C([O:3][C:4](=[O:25])[C:5]1[C:17]([F:18])=[C:16]([N:19]([S:21]([CH3:24])(=[O:23])=[O:22])[CH3:20])[CH:15]=[C:7]([C:8]([N:10]([CH3:14])[CH2:11][CH2:12][CH3:13])=[O:9])[CH:6]=1)C.[OH-].[Na+].Cl, predict the reaction product. The product is: [F:18][C:17]1[C:5]([C:4]([OH:25])=[O:3])=[CH:6][C:7]([C:8]([N:10]([CH3:14])[CH2:11][CH2:12][CH3:13])=[O:9])=[CH:15][C:16]=1[N:19]([S:21]([CH3:24])(=[O:23])=[O:22])[CH3:20]. (3) Given the reactants [C:1]([C:5]1[CH:10]=[CH:9][C:8]([NH2:11])=[C:7]([NH2:12])[CH:6]=1)([CH3:4])([CH3:3])[CH3:2].[C:13]([C:17]1[CH:34]=[CH:33][CH:32]=[CH:31][C:18]=1[O:19][C:20]1[C:25]([N:26]=[C:27]=S)=[CH:24][CH:23]=[C:22]([O:29][CH3:30])[N:21]=1)([CH3:16])([CH3:15])[CH3:14], predict the reaction product. The product is: [C:1]([C:5]1[CH:10]=[CH:9][C:8]2[N:11]=[C:27]([NH:26][C:25]3[C:20]([O:19][C:18]4[CH:31]=[CH:32][CH:33]=[CH:34][C:17]=4[C:13]([CH3:16])([CH3:15])[CH3:14])=[N:21][C:22]([O:29][CH3:30])=[CH:23][CH:24]=3)[NH:12][C:7]=2[CH:6]=1)([CH3:4])([CH3:2])[CH3:3]. (4) The product is: [C:4]([CH2:6][CH:7]([C:28]1[CH:38]=[CH:37][C:31]([C:32]([OH:34])=[O:33])=[CH:30][CH:29]=1)[C:8]1[C:16]2[C:11](=[CH:12][C:13]([O:17][CH2:18][CH2:19][CH2:20][NH:21][C:22]3[CH:27]=[CH:26][CH:25]=[CH:24][N:23]=3)=[CH:14][CH:15]=2)[NH:10][CH:9]=1)([OH:5])=[O:3]. Given the reactants C([O:3][C:4]([CH2:6][CH:7]([C:28]1[CH:38]=[CH:37][C:31]([C:32]([O:34]CC)=[O:33])=[CH:30][CH:29]=1)[C:8]1[C:16]2[C:11](=[CH:12][C:13]([O:17][CH2:18][CH2:19][CH2:20][NH:21][C:22]3[CH:27]=[CH:26][CH:25]=[CH:24][N:23]=3)=[CH:14][CH:15]=2)[NH:10][CH:9]=1)=[O:5])C, predict the reaction product. (5) Given the reactants Br[C:2]1[CH:3]=[C:4]([C:8]2[C:17]3[C:12](=[CH:13][CH:14]=[CH:15][CH:16]=3)[CH:11]=[CH:10][CH:9]=2)[CH:5]=[CH:6][CH:7]=1.CCCCCC.C([Li])CCC.C([O:32][B:33](OC(C)C)[O:34]C(C)C)(C)C.Cl, predict the reaction product. The product is: [C:8]1([C:4]2[CH:3]=[C:2]([B:33]([OH:34])[OH:32])[CH:7]=[CH:6][CH:5]=2)[C:17]2[C:12](=[CH:13][CH:14]=[CH:15][CH:16]=2)[CH:11]=[CH:10][CH:9]=1.